The task is: Predict the product of the given reaction.. This data is from Forward reaction prediction with 1.9M reactions from USPTO patents (1976-2016). (1) Given the reactants [CH:1]1([C:4]([C:6]2[CH:7]([C:24]3[CH:31]=[CH:30][C:27]([C:28]#[N:29])=[CH:26][CH:25]=3)[NH:8][C:9](=[O:23])[N:10]([C:13]3[CH:18]=[CH:17][CH:16]=[C:15]([C:19]([F:22])([F:21])[F:20])[CH:14]=3)[C:11]=2[CH3:12])=[O:5])[CH2:3][CH2:2]1.C(=O)([O-])[O-].[K+].[K+].Cl[CH2:39][C:40]1[O:44][C:43]([C:45]([O:47][CH3:48])=[O:46])=[CH:42][CH:41]=1, predict the reaction product. The product is: [C:28]([C:27]1[CH:26]=[CH:25][C:24]([CH:7]2[N:8]([CH2:39][C:40]3[O:44][C:43]([C:45]([O:47][CH3:48])=[O:46])=[CH:42][CH:41]=3)[C:9](=[O:23])[N:10]([C:13]3[CH:18]=[CH:17][CH:16]=[C:15]([C:19]([F:22])([F:20])[F:21])[CH:14]=3)[C:11]([CH3:12])=[C:6]2[C:4]([CH:1]2[CH2:3][CH2:2]2)=[O:5])=[CH:31][CH:30]=1)#[N:29]. (2) Given the reactants [CH3:1][N:2]([CH3:34])[C@@H:3]1[CH2:7][CH2:6][N:5]([C:8]2[N:13]3[C:14]([C:32]#[N:33])=[C:15]([CH2:17][N:18]([CH2:29][CH2:30][CH3:31])[C@@H:19]4[C:28]5[N:27]=[CH:26][CH:25]=[CH:24][C:23]=5[CH2:22][CH2:21][CH2:20]4)[N:16]=[C:12]3[CH:11]=[CH:10][CH:9]=2)[CH2:4]1.S(=O)(=O)(O)[OH:36], predict the reaction product. The product is: [CH3:34][N:2]([CH3:1])[C@@H:3]1[CH2:7][CH2:6][N:5]([C:8]2[N:13]3[C:14]([C:32]([NH2:33])=[O:36])=[C:15]([CH2:17][N:18]([CH2:29][CH2:30][CH3:31])[C@@H:19]4[C:28]5[N:27]=[CH:26][CH:25]=[CH:24][C:23]=5[CH2:22][CH2:21][CH2:20]4)[N:16]=[C:12]3[CH:11]=[CH:10][CH:9]=2)[CH2:4]1. (3) Given the reactants Br[C:2]1[CH:7]=[C:6]([CH3:8])[CH:5]=[CH:4][N:3]=1.C([Mg]Br)C.O1CCCC1.[B:18](OC(C)C)([O:23]C(C)C)[O:19]C(C)C, predict the reaction product. The product is: [CH3:8][C:6]1[CH:5]=[CH:4][N:3]=[C:2]([B:18]([OH:23])[OH:19])[CH:7]=1. (4) Given the reactants [C:1]([O:5][C:6]([N:8]1[C:17]2[C:12](=[CH:13][CH:14]=[CH:15][CH:16]=2)[N:11]([C:18]2[CH:23]=[CH:22][C:21](Br)=[CH:20][N:19]=2)[CH2:10][CH2:9]1)=[O:7])([CH3:4])([CH3:3])[CH3:2].[CH2:25]([O:32][C:33]([N:35]1[CH2:40][CH2:39][NH:38][CH2:37][CH2:36]1)=[O:34])[C:26]1[CH:31]=[CH:30][CH:29]=[CH:28][CH:27]=1.C1(P(C2CCCCC2)C2C=CC=CC=2C2C(OC)=CC=CC=2OC)CCCCC1.CC(C)([O-])C.[Na+], predict the reaction product. The product is: [C:1]([O:5][C:6]([N:8]1[C:17]2[C:12](=[CH:13][CH:14]=[CH:15][CH:16]=2)[N:11]([C:18]2[CH:23]=[CH:22][C:21]([N:38]3[CH2:37][CH2:36][N:35]([C:33]([O:32][CH2:25][C:26]4[CH:31]=[CH:30][CH:29]=[CH:28][CH:27]=4)=[O:34])[CH2:40][CH2:39]3)=[CH:20][N:19]=2)[CH2:10][CH2:9]1)=[O:7])([CH3:4])([CH3:3])[CH3:2]. (5) Given the reactants [CH3:1][O:2][C:3]([C:5]1[CH:14]=[CH:13][C:12]2[C:7](=[CH:8][CH:9]=[C:10]([O:65][CH3:66])[C:11]=2[CH2:15][N:16]2[C:22](=[O:23])[C@@H:21]([NH:24][C:25](=[O:37])[C@@H:26]([N:28]([C:30]([O:32][C:33]([CH3:36])([CH3:35])[CH3:34])=[O:31])[CH3:29])[CH3:27])[CH2:20][N:19]([C:38](=[O:60])[CH2:39][CH2:40][CH2:41][NH:42]C(OCC3C4C=CC=CC=4C4C3=CC=CC=4)=O)[C:18]3[CH:61]=[CH:62][CH:63]=[CH:64][C:17]2=3)[CH:6]=1)=[O:4], predict the reaction product. The product is: [CH3:1][O:2][C:3]([C:5]1[CH:14]=[CH:13][C:12]2[C:7](=[CH:8][CH:9]=[C:10]([O:65][CH3:66])[C:11]=2[CH2:15][N:16]2[C:22](=[O:23])[C@@H:21]([NH:24][C:25](=[O:37])[C@@H:26]([N:28]([C:30]([O:32][C:33]([CH3:36])([CH3:35])[CH3:34])=[O:31])[CH3:29])[CH3:27])[CH2:20][N:19]([C:38](=[O:60])[CH2:39][CH2:40][CH2:41][NH2:42])[C:18]3[CH:61]=[CH:62][CH:63]=[CH:64][C:17]2=3)[CH:6]=1)=[O:4]. (6) Given the reactants [Br:1][C:2]1[N:10]2[C:5]([C:6](Cl)=[N:7][CH:8]=[N:9]2)=[CH:4][CH:3]=1.[CH3:12][S:13][Na], predict the reaction product. The product is: [Br:1][C:2]1[N:10]2[C:5]([C:6]([S:13][CH3:12])=[N:7][CH:8]=[N:9]2)=[CH:4][CH:3]=1. (7) Given the reactants [F:1][C:2]1[CH:7]=[C:6]([F:8])[C:5]([F:9])=[CH:4][C:3]=1[C@@H:10]1[C@@H:15]([NH:16]C(=O)OC(C)(C)C)[CH2:14][C@@H:13]([N:24]2[CH2:31][C:30]3[C:26](=[N:27][N:28]([S:32]([CH:35]4[CH2:39][CH2:38][CH2:37][CH2:36]4)(=[O:34])=[O:33])[CH:29]=3)[CH2:25]2)[CH2:12][O:11]1.[F:40][C:41]([F:46])([F:45])[C:42]([OH:44])=[O:43], predict the reaction product. The product is: [F:40][C:41]([F:46])([F:45])[C:42]([OH:44])=[O:43].[F:1][C:2]1[CH:7]=[C:6]([F:8])[C:5]([F:9])=[CH:4][C:3]=1[C@@H:10]1[C@@H:15]([NH2:16])[CH2:14][C@@H:13]([N:24]2[CH2:31][C:30]3[C:26](=[N:27][N:28]([S:32]([CH:35]4[CH2:39][CH2:38][CH2:37][CH2:36]4)(=[O:34])=[O:33])[CH:29]=3)[CH2:25]2)[CH2:12][O:11]1. (8) Given the reactants [OH:1][C:2]1[C:7]([N+:8]([O-:10])=[O:9])=[CH:6][CH:5]=[CH:4][C:3]=1[C:11](=[O:21])/[CH:12]=[CH:13]/[C:14]1[CH:19]=[CH:18][CH:17]=[CH:16][C:15]=1[CH3:20].II.CS(C)=O, predict the reaction product. The product is: [N+:8]([C:7]1[CH:6]=[CH:5][CH:4]=[C:3]2[C:2]=1[O:1][C:13]([C:14]1[CH:19]=[CH:18][CH:17]=[CH:16][C:15]=1[CH3:20])=[CH:12][C:11]2=[O:21])([O-:10])=[O:9].